Task: Regression. Given two drug SMILES strings and cell line genomic features, predict the synergy score measuring deviation from expected non-interaction effect.. Dataset: NCI-60 drug combinations with 297,098 pairs across 59 cell lines (1) Synergy scores: CSS=9.25, Synergy_ZIP=-1.01, Synergy_Bliss=0.751, Synergy_Loewe=-5.72, Synergy_HSA=-4.63. Cell line: T-47D. Drug 1: CCCCCOC(=O)NC1=NC(=O)N(C=C1F)C2C(C(C(O2)C)O)O. Drug 2: CC1=C(C(=O)C2=C(C1=O)N3CC4C(C3(C2COC(=O)N)OC)N4)N. (2) Drug 1: C1=CC(=CC=C1CCCC(=O)O)N(CCCl)CCCl. Cell line: LOX IMVI. Drug 2: CS(=O)(=O)OCCCCOS(=O)(=O)C. Synergy scores: CSS=44.9, Synergy_ZIP=-6.34, Synergy_Bliss=-1.21, Synergy_Loewe=0.947, Synergy_HSA=3.13. (3) Drug 1: C1=CC(=CC=C1CC(C(=O)O)N)N(CCCl)CCCl.Cl. Drug 2: CC1=C2C(C(=O)C3(C(CC4C(C3C(C(C2(C)C)(CC1OC(=O)C(C(C5=CC=CC=C5)NC(=O)OC(C)(C)C)O)O)OC(=O)C6=CC=CC=C6)(CO4)OC(=O)C)O)C)O. Cell line: EKVX. Synergy scores: CSS=24.3, Synergy_ZIP=-8.70, Synergy_Bliss=-2.07, Synergy_Loewe=-41.7, Synergy_HSA=-2.88.